Task: Predict the product of the given reaction.. Dataset: Forward reaction prediction with 1.9M reactions from USPTO patents (1976-2016) (1) Given the reactants Br[C:2]1[CH:10]=[CH:9][CH:8]=[C:7]2[C:3]=1[C:4]([C:15]([N:17]1[CH2:22][CH2:21][CH:20]([C:23]3[CH:24]=[C:25]([CH:34]=[CH:35][C:36]=3[F:37])[CH2:26][NH:27][C:28](=[O:33])[C:29]([F:32])([F:31])[F:30])[CH2:19][CH2:18]1)=[O:16])=[CH:5][N:6]2[CH2:11][CH2:12][O:13][CH3:14].[N:38]1[CH:43]=[C:42](B(O)O)[CH:41]=[N:40][CH:39]=1.C(=O)([O-])[O-].[Cs+].[Cs+].C(Cl)Cl, predict the reaction product. The product is: [F:30][C:29]([F:31])([F:32])[C:28]([NH:27][CH2:26][C:25]1[CH:34]=[CH:35][C:36]([F:37])=[C:23]([CH:20]2[CH2:21][CH2:22][N:17]([C:15]([C:4]3[C:3]4[C:7](=[CH:8][CH:9]=[CH:10][C:2]=4[C:42]4[CH:43]=[N:38][CH:39]=[N:40][CH:41]=4)[N:6]([CH2:11][CH2:12][O:13][CH3:14])[CH:5]=3)=[O:16])[CH2:18][CH2:19]2)[CH:24]=1)=[O:33]. (2) Given the reactants [Cl:1][C:2]1[CH:3]=[C:4]([N+:10]([O-])=O)[C:5]([F:9])=[C:6]([F:8])[CH:7]=1.O.O.[Sn](Cl)Cl.S([O-])([O-])(=O)=O.[Na+].[Na+], predict the reaction product. The product is: [Cl:1][C:2]1[CH:7]=[C:6]([F:8])[C:5]([F:9])=[C:4]([CH:3]=1)[NH2:10]. (3) Given the reactants Cl.CO[C:4](=[NH:23])[C:5]1[CH:10]=[CH:9][C:8]([CH2:11][N:12]2[C:20](=[O:21])[C:19]3[C:14](=[CH:15][CH:16]=[CH:17][CH:18]=3)[C:13]2=[O:22])=[CH:7][CH:6]=1.Cl.[NH2:25][CH:26]([CH2:30]N)[C:27]([OH:29])=[O:28].C(N(CC)CC)C.Cl, predict the reaction product. The product is: [O:21]=[C:20]1[C:19]2[C:14](=[CH:15][CH:16]=[CH:17][CH:18]=2)[C:13](=[O:22])[N:12]1[CH2:11][C:8]1[CH:9]=[CH:10][C:5]([C:4]2[NH:23][CH2:30][CH:26]([C:27]([OH:29])=[O:28])[N:25]=2)=[CH:6][CH:7]=1. (4) Given the reactants [Cl:1][CH2:2][C:3]([C:5]1[CH:10]=[CH:9][CH:8]=[CH:7][CH:6]=1)=[O:4].[N:11]12[CH2:18][CH2:17][CH:14]([CH2:15][CH2:16]1)[C@@H:13]([NH:19][C:20](=[O:37])[O:21][CH:22]([C:30]1[CH:35]=[CH:34][C:33]([F:36])=[CH:32][CH:31]=1)[C:23]1[CH:28]=[CH:27][C:26]([F:29])=[CH:25][CH:24]=1)[CH2:12]2, predict the reaction product. The product is: [Cl-:1].[F:36][C:33]1[CH:34]=[CH:35][C:30]([CH:22]([C:23]2[CH:24]=[CH:25][C:26]([F:29])=[CH:27][CH:28]=2)[O:21][C:20]([NH:19][C@@H:13]2[CH:14]3[CH2:17][CH2:18][N+:11]([CH2:2][C:3](=[O:4])[C:5]4[CH:10]=[CH:9][CH:8]=[CH:7][CH:6]=4)([CH2:16][CH2:15]3)[CH2:12]2)=[O:37])=[CH:31][CH:32]=1. (5) Given the reactants CC(C)([O-])C.[Na+].Br[C:8]1[C:17]2[O:16][CH2:15][CH2:14][N:13]([S:18]([C:21]3[CH:26]=[CH:25][C:24]([Cl:27])=[CH:23][CH:22]=3)(=[O:20])=[O:19])[C:12]=2[CH:11]=[C:10]([CH3:28])[CH:9]=1.[NH:29]1[CH2:34][CH2:33][NH:32][CH2:31][CH2:30]1, predict the reaction product. The product is: [Cl:27][C:24]1[CH:25]=[CH:26][C:21]([S:18]([N:13]2[C:12]3[CH:11]=[C:10]([CH3:28])[CH:9]=[C:8]([N:29]4[CH2:34][CH2:33][NH:32][CH2:31][CH2:30]4)[C:17]=3[O:16][CH2:15][CH2:14]2)(=[O:20])=[O:19])=[CH:22][CH:23]=1.